This data is from Full USPTO retrosynthesis dataset with 1.9M reactions from patents (1976-2016). The task is: Predict the reactants needed to synthesize the given product. (1) Given the product [Br:1][C:2]1[CH:3]=[C:4]2[C:9](=[N:10][C:11]=1[CH:12]([O:13][CH3:14])[O:15][CH3:16])[N:8]([C:17]([NH:26][C:27]1[CH:34]=[CH:33][C:30]([C:31]#[N:32])=[CH:29][N:28]=1)=[O:19])[CH2:7][CH2:6][CH2:5]2, predict the reactants needed to synthesize it. The reactants are: [Br:1][C:2]1[CH:3]=[C:4]2[C:9](=[N:10][C:11]=1[CH:12]([O:15][CH3:16])[O:13][CH3:14])[N:8]([C:17]([O:19]C1C=CC=CC=1)=O)[CH2:7][CH2:6][CH2:5]2.[NH2:26][C:27]1[CH:34]=[CH:33][C:30]([C:31]#[N:32])=[CH:29][N:28]=1.[Li+].C[Si]([N-][Si](C)(C)C)(C)C. (2) The reactants are: [CH3:1][N:2]([CH3:31])[C:3](=[O:30])[CH2:4][N:5]1[C:14]2[C:9](=[N:10][CH:11]=[C:12]([CH2:15][C:16]3[CH:21]=[CH:20][C:19]([F:22])=[CH:18][CH:17]=3)[CH:13]=2)[C:8]([OH:23])=[C:7]([C:24](OCC)=[O:25])[C:6]1=[O:29].C(O)(=O)C(O)=O.[NH2:38][CH2:39][P:40](=[O:47])([O:44][CH2:45][CH3:46])[O:41][CH2:42][CH3:43]. Given the product [CH3:31][N:2]([CH3:1])[C:3](=[O:30])[CH2:4][N:5]1[C:14]2[C:9](=[N:10][CH:11]=[C:12]([CH2:15][C:16]3[CH:21]=[CH:20][C:19]([F:22])=[CH:18][CH:17]=3)[CH:13]=2)[C:8]([OH:23])=[C:7]([C:24]([NH:38][CH2:39][P:40](=[O:47])([O:44][CH2:45][CH3:46])[O:41][CH2:42][CH3:43])=[O:25])[C:6]1=[O:29], predict the reactants needed to synthesize it. (3) Given the product [O:13]1[C:17]2[CH:18]=[CH:19][CH:20]=[CH:21][C:16]=2[C:15]([CH2:22][C:23]([N:26]2[CH2:31][CH2:30][CH:29]([C:32]([O:34][CH2:35][CH3:36])=[O:33])[CH2:28][CH2:27]2)=[O:25])=[CH:14]1, predict the reactants needed to synthesize it. The reactants are: C(N1C=CN=C1)(N1C=CN=C1)=O.[O:13]1[C:17]2[CH:18]=[CH:19][CH:20]=[CH:21][C:16]=2[C:15]([CH2:22][C:23]([OH:25])=O)=[CH:14]1.[NH:26]1[CH2:31][CH2:30][CH:29]([C:32]([O:34][CH2:35][CH3:36])=[O:33])[CH2:28][CH2:27]1. (4) Given the product [ClH:22].[CH:1]1([N:7]2[C:11]([CH2:12][S:13][C:14]3[N:19]=[C:18]([OH:20])[CH:17]=[C:16]([CH3:21])[N:15]=3)=[CH:10][N:9]=[CH:8]2)[CH2:6][CH2:5][CH2:4][CH2:3][CH2:2]1, predict the reactants needed to synthesize it. The reactants are: [CH:1]1([N:7]2[C:11]([CH2:12][S:13][C:14]3[N:19]=[C:18]([OH:20])[CH:17]=[C:16]([CH3:21])[N:15]=3)=[CH:10][N:9]=[CH:8]2)[CH2:6][CH2:5][CH2:4][CH2:3][CH2:2]1.[ClH:22].O1CCOCC1. (5) Given the product [ClH:41].[F:24][C:15]1[C:14]([CH2:25][NH:26][CH3:27])=[CH:13][N:12]([S:9]([C:4]2[CH:5]=[CH:6][CH:7]=[CH:8][C:3]=2[C:1]#[N:2])(=[O:11])=[O:10])[C:16]=1[C:17]1[C:18]([F:23])=[N:19][CH:20]=[CH:21][CH:22]=1, predict the reactants needed to synthesize it. The reactants are: [C:1]([C:3]1[CH:8]=[CH:7][CH:6]=[CH:5][C:4]=1[S:9]([N:12]1[C:16]([C:17]2[C:18]([F:23])=[N:19][CH:20]=[CH:21][CH:22]=2)=[C:15]([F:24])[C:14]([CH2:25][N:26](C)[C:27](=O)OC(C)(C)C)=[CH:13]1)(=[O:11])=[O:10])#[N:2].C(OCC)(=O)C.[ClH:41].